Dataset: Catalyst prediction with 721,799 reactions and 888 catalyst types from USPTO. Task: Predict which catalyst facilitates the given reaction. (1) Reactant: [CH2:1]([O:3][C:4](=[O:29])[CH2:5][CH2:6][C:7]1[N:8]([C:19]2[CH:24]=[CH:23][C:22]([C:25](=[O:27])[NH2:26])=[CH:21][C:20]=2[CH3:28])[C:9]([C:12]2[CH:17]=[CH:16][C:15]([NH2:18])=[CH:14][CH:13]=2)=[CH:10][CH:11]=1)[CH3:2].[CH:30]([NH:32][NH:33][CH:34]=O)=O.Cl[Si](C)(C)C.C(N(CC)CC)C. Product: [CH2:1]([O:3][C:4](=[O:29])[CH2:5][CH2:6][C:7]1[N:8]([C:19]2[CH:24]=[CH:23][C:22]([C:25](=[O:27])[NH2:26])=[CH:21][C:20]=2[CH3:28])[C:9]([C:12]2[CH:13]=[CH:14][C:15]([N:18]3[CH:34]=[N:33][N:32]=[CH:30]3)=[CH:16][CH:17]=2)=[CH:10][CH:11]=1)[CH3:2]. The catalyst class is: 228. (2) Reactant: C1(P(C2C=CC=CC=2)C2C=CC=CC=2)C=CC=CC=1.N(C(OCC)=O)=NC(OCC)=O.[OH:32][C@@H:33]([C:54]1[CH:59]=[CH:58][CH:57]=[CH:56][CH:55]=1)[CH2:34][CH2:35][N:36]1[CH2:41][CH2:40][CH:39]([C:42]2[CH:43]=[C:44]([NH:48][C:49](=[O:53])[CH:50]([CH3:52])[CH3:51])[CH:45]=[CH:46][CH:47]=2)[CH2:38][CH2:37]1.[CH3:60][C:61]([C:63]1[CH:64]=[CH:65][CH:66]=[C:67](O)[CH:68]=1)=[O:62]. Product: [C:61]([C:63]1[CH:68]=[C:67]([CH:66]=[CH:65][CH:64]=1)[O:32][C@H:33]([C:54]1[CH:55]=[CH:56][CH:57]=[CH:58][CH:59]=1)[CH2:34][CH2:35][N:36]1[CH2:41][CH2:40][CH:39]([C:42]2[CH:43]=[C:44]([NH:48][C:49](=[O:53])[CH:50]([CH3:52])[CH3:51])[CH:45]=[CH:46][CH:47]=2)[CH2:38][CH2:37]1)(=[O:62])[CH3:60]. The catalyst class is: 1. (3) Reactant: F[C:2](F)(F)[C:3]([O-])=O.[C:8]1([C@H:14]2[CH2:18][O:17][C:16](=[O:19])[NH:15]2)[CH:13]=[CH:12][CH:11]=[CH:10][CH:9]=1.I[C:21]1[CH:22]=[C:23]([NH2:28])[C:24]([NH2:27])=[CH:25][CH:26]=1.[F-].[Cs+].C1(N)CCCCC1N. Product: [CH3:2][C:3]1[NH:28][C:23]2[CH:22]=[C:21]([N:15]3[C@@H:14]([C:8]4[CH:9]=[CH:10][CH:11]=[CH:12][CH:13]=4)[CH2:18][O:17][C:16]3=[O:19])[CH:26]=[CH:25][C:24]=2[N:27]=1. The catalyst class is: 205. (4) Reactant: [CH2:1]([S:8][C:9]1[NH:10][C:11]([C@@H:14]([C:16]2[CH:21]=[CH:20][CH:19]=[CH:18][CH:17]=2)[OH:15])=[N:12][N:13]=1)[C:2]1[CH:7]=[CH:6][CH:5]=[CH:4][CH:3]=1. Product: [CH2:1]([S:8][C:9]1[NH:10][C:11]([C:14]([C:16]2[CH:21]=[CH:20][CH:19]=[CH:18][CH:17]=2)=[O:15])=[N:12][N:13]=1)[C:2]1[CH:3]=[CH:4][CH:5]=[CH:6][CH:7]=1. The catalyst class is: 703. (5) Reactant: C([N:8]1[CH2:13][CH2:12][N:11]([C:14]2[CH:26]=[CH:25][CH:24]=[CH:23][C:15]=2[CH:16]=[C:17]2[CH2:21][CH2:20][NH:19][C:18]2=[O:22])[CH2:10][CH2:9]1)C1C=CC=CC=1. Product: [N:11]1([C:14]2[CH:26]=[CH:25][CH:24]=[CH:23][C:15]=2[CH2:16][CH:17]2[CH2:21][CH2:20][NH:19][C:18]2=[O:22])[CH2:10][CH2:9][NH:8][CH2:13][CH2:12]1. The catalyst class is: 43. (6) Reactant: [CH3:1][C@H:2]1[CH2:7][N:6]([C:8]2[CH:9]=[CH:10][C:11]3[C:12]4[N:20]=[C:19]([C:21]5[CH:26]=[CH:25][CH:24]=[C:23]([C:27]([F:30])([F:29])[F:28])[CH:22]=5)[CH:18]=[C:17]([C:31]([O:33]C)=O)[C:13]=4[NH:14][C:15]=3[CH:16]=2)[CH2:5][C@@H:4]([CH3:35])[O:3]1.[NH3:36]. Product: [CH3:35][C@H:4]1[CH2:5][N:6]([C:8]2[CH:9]=[CH:10][C:11]3[C:12]4[N:20]=[C:19]([C:21]5[CH:26]=[CH:25][CH:24]=[C:23]([C:27]([F:30])([F:28])[F:29])[CH:22]=5)[CH:18]=[C:17]([C:31]([NH2:36])=[O:33])[C:13]=4[NH:14][C:15]=3[CH:16]=2)[CH2:7][C@@H:2]([CH3:1])[O:3]1. The catalyst class is: 5. (7) Reactant: [H-].[Al+3].[Li+].[H-].[H-].[H-].[CH:7]1([NH:13][C:14](=O)[CH:15]([CH3:17])[CH3:16])[CH2:12][CH2:11][CH2:10][CH2:9][CH2:8]1.O.[OH-].[Na+]. Product: [CH2:14]([NH:13][CH:7]1[CH2:12][CH2:11][CH2:10][CH2:9][CH2:8]1)[CH:15]([CH3:17])[CH3:16]. The catalyst class is: 28. (8) Reactant: Cl[C:2]1[N:9]=[C:8]([NH:10][C:11]2[CH:15]=[C:14]([CH3:16])[NH:13][N:12]=2)[CH:7]=[C:6]([CH3:17])[C:3]=1[C:4]#[N:5].[N:18]1[CH:23]=[CH:22][C:21]([O:24][CH2:25][CH2:26][NH2:27])=[CH:20][CH:19]=1.C(=O)([O-])O.[Na+].CS(C)=O. Product: [N:18]1[CH:23]=[CH:22][C:21]([O:24][CH2:25][CH2:26][NH:27][C:2]2[N:9]=[C:8]([NH:10][C:11]3[CH:15]=[C:14]([CH3:16])[NH:13][N:12]=3)[CH:7]=[C:6]([CH3:17])[C:3]=2[C:4]#[N:5])=[CH:20][CH:19]=1. The catalyst class is: 6. (9) Reactant: Br[C:2]1[CH:15]=[CH:14][C:5]([O:6][Si:7]([C:10]([CH3:13])([CH3:12])[CH3:11])([CH3:9])[CH3:8])=[C:4]([CH2:16][CH3:17])[CH:3]=1.C([Li])CCC.[CH:23](=[O:26])[CH2:24][CH3:25].[Cl-].[NH4+]. Product: [Si:7]([O:6][C:5]1[CH:14]=[CH:15][C:2]([CH:23]([OH:26])[CH2:24][CH3:25])=[CH:3][C:4]=1[CH2:16][CH3:17])([C:10]([CH3:13])([CH3:12])[CH3:11])([CH3:9])[CH3:8]. The catalyst class is: 1. (10) Product: [Ti:1]([Cl:5])([Cl:4])([Cl:3])[Cl:2].[OH-:8].[Ti+4:1].[OH-:8].[OH-:8].[OH-:8]. The catalyst class is: 6. Reactant: [Ti:1]([Cl:5])([Cl:4])([Cl:3])[Cl:2].NC(N)=[O:8].N.